From a dataset of Reaction yield outcomes from USPTO patents with 853,638 reactions. Predict the reaction yield, written as a fraction of the theoretical maximum amount of product (1.0 means a 100% yield; for example, 0.34 means a 34% yield). (1) The catalyst is O. The product is [N:1]1([C:8]2[CH:15]=[CH:14][C:11]([C:12]#[N:13])=[CH:10][CH:9]=2)[CH2:6][CH2:5][O:4][CH2:3][CH2:2]1. The yield is 0.520. The reactants are [NH:1]1[CH2:6][CH2:5][O:4][CH2:3][CH2:2]1.Cl[C:8]1[CH:15]=[CH:14][C:11]([C:12]#[N:13])=[CH:10][CH:9]=1. (2) The reactants are [O:1]=[C:2]1[C:10]2[C:5](=[CH:6][C:7](B3OC(C)(C)C(C)(C)O3)=[CH:8][CH:9]=2)[CH2:4][N:3]1[C:20]([O:22][C:23]([CH3:26])([CH3:25])[CH3:24])=[O:21].C(=O)([O-])[O-].[K+].[K+].Br[C:34]1[CH:35]=[N:36][C:37]([C:40]([F:43])([F:42])[F:41])=[N:38][CH:39]=1.O. The catalyst is O1CCOCC1.C(OCC)(=O)C.C1C=CC(P(C2C=CC=CC=2)[C-]2C=CC=C2)=CC=1.C1C=CC(P(C2C=CC=CC=2)[C-]2C=CC=C2)=CC=1.Cl[Pd]Cl.[Fe+2]. The product is [O:1]=[C:2]1[C:10]2[C:5](=[CH:6][C:7]([C:34]3[CH:35]=[N:36][C:37]([C:40]([F:43])([F:42])[F:41])=[N:38][CH:39]=3)=[CH:8][CH:9]=2)[CH2:4][N:3]1[C:20]([O:22][C:23]([CH3:24])([CH3:25])[CH3:26])=[O:21]. The yield is 0.760. (3) The reactants are [F:1][C:2]([F:15])([C:8]1[CH:13]=[CH:12][C:11]([CH3:14])=[CH:10][N:9]=1)[C:3](OCC)=[O:4].[BH4-].[Na+]. The catalyst is C(O)C. The product is [F:15][C:2]([F:1])([C:8]1[CH:13]=[CH:12][C:11]([CH3:14])=[CH:10][N:9]=1)[CH2:3][OH:4]. The yield is 1.00. (4) The reactants are [CH3:1][C@@:2]1([CH2:13][O:14][C:15]2[CH:20]=[CH:19][C:18]([N:21]3[CH2:26][CH2:25][N:24]([C:27]([O:29]C(C)(C)C)=[O:28])[CH2:23][CH2:22]3)=[CH:17][CH:16]=2)[O:6][C:5]2=[N:7][C:8]([N+:10]([O-:12])=[O:11])=[CH:9][N:4]2[CH2:3]1.FC(F)(F)C(O)=O.[Cl:41][C:42]1[CH:49]=[CH:48][C:45]([CH2:46]O)=[CH:44][CH:43]=1.C(N1C=CN=C1)(N1C=CN=C1)=O. The catalyst is C(Cl)Cl.CN(C=O)C.O. The product is [CH3:1][C@@:2]1([CH2:13][O:14][C:15]2[CH:20]=[CH:19][C:18]([N:21]3[CH2:22][CH2:23][N:24]([C:27]([O:29][CH2:46][C:45]4[CH:48]=[CH:49][C:42]([Cl:41])=[CH:43][CH:44]=4)=[O:28])[CH2:25][CH2:26]3)=[CH:17][CH:16]=2)[O:6][C:5]2=[N:7][C:8]([N+:10]([O-:12])=[O:11])=[CH:9][N:4]2[CH2:3]1. The yield is 0.910. (5) The reactants are Cl[C:2]1[N:3]=[CH:4][C:5]([C:13]2[CH:22]=[CH:21][CH:20]=[C:19]3[C:14]=2[CH2:15][CH2:16][N:17]([C:23]([O:25][C:26]([CH3:29])([CH3:28])[CH3:27])=[O:24])[CH2:18]3)=[C:6]2[C:10]([CH3:11])=[C:9]([CH3:12])[NH:8][C:7]=12.[CH3:30][N:31](C)C(=O)C. The catalyst is [C-]#N.[Zn+2].[C-]#N.[Zn].[Pd].[Pd].C(=CC(C=CC1C=CC=CC=1)=O)C1C=CC=CC=1.C(=CC(C=CC1C=CC=CC=1)=O)C1C=CC=CC=1.C(=CC(C=CC1C=CC=CC=1)=O)C1C=CC=CC=1. The product is [C:30]([C:2]1[N:3]=[CH:4][C:5]([C:13]2[CH:22]=[CH:21][CH:20]=[C:19]3[C:14]=2[CH2:15][CH2:16][N:17]([C:23]([O:25][C:26]([CH3:28])([CH3:29])[CH3:27])=[O:24])[CH2:18]3)=[C:6]2[C:10]([CH3:11])=[C:9]([CH3:12])[NH:8][C:7]=12)#[N:31]. The yield is 0.520. (6) The reactants are C(OC(=O)[NH:7][C:8]1[CH:13]=[CH:12][C:11]([C:14]([N:16]2[CH2:22][C:21]3([CH3:24])[CH2:23][CH:17]2[CH2:18][C:19]([CH3:26])([CH3:25])[CH2:20]3)=[O:15])=[CH:10][CH:9]=1)(C)(C)C.[H-].[Na+].Cl[CH2:31][C:32]([N:34]1[CH2:39][CH2:38][O:37][CH2:36][CH2:35]1)=[O:33]. The catalyst is CN(C=O)C.CCOC(C)=O. The product is [N:34]1([C:32](=[O:33])[CH2:31][NH:7][C:8]2[CH:9]=[CH:10][C:11]([C:14]([N:16]3[CH2:22][C:21]4([CH3:24])[CH2:23][CH:17]3[CH2:18][C:19]([CH3:26])([CH3:25])[CH2:20]4)=[O:15])=[CH:12][CH:13]=2)[CH2:39][CH2:38][O:37][CH2:36][CH2:35]1. The yield is 0.340. (7) The reactants are [F:1][C:2]([F:26])([F:25])[S:3][CH2:4][CH2:5][CH2:6][CH2:7][CH2:8][CH2:9][O:10][C:11]1[CH:16]=[C:15]([S:17][CH2:18][C:19]([F:22])([F:21])[F:20])[C:14]([CH3:23])=[CH:13][C:12]=1[CH3:24].ClC1C=CC=C(C(OO)=[O:35])C=1.S([O-])([O-])(=O)=S.[Na+].[Na+].CCCCCC. The catalyst is C(Cl)(Cl)Cl.C(OCC)(=O)C. The product is [F:26][C:2]([F:1])([F:25])[S:3][CH2:4][CH2:5][CH2:6][CH2:7][CH2:8][CH2:9][O:10][C:11]1[CH:16]=[C:15]([S:17]([CH2:18][C:19]([F:20])([F:21])[F:22])=[O:35])[C:14]([CH3:23])=[CH:13][C:12]=1[CH3:24]. The yield is 0.620. (8) The product is [Cl:34][C:35]1[N:40]=[C:39]([CH2:41][C:16]([C:15]2[C:14]([F:23])=[C:13]([NH:12][S:9]([C:3]3[C:2]([F:1])=[CH:7][CH:6]=[CH:5][C:4]=3[F:8])(=[O:10])=[O:11])[CH:22]=[CH:21][CH:20]=2)=[O:17])[CH:38]=[CH:37][N:36]=1. The reactants are [F:1][C:2]1[CH:7]=[CH:6][CH:5]=[C:4]([F:8])[C:3]=1[S:9]([NH:12][C:13]1[C:14]([F:23])=[C:15]([CH:20]=[CH:21][CH:22]=1)[C:16](OC)=[O:17])(=[O:11])=[O:10].[Li+].C[Si]([N-][Si](C)(C)C)(C)C.[Cl:34][C:35]1[N:40]=[C:39]([CH3:41])[CH:38]=[CH:37][N:36]=1.Cl. The catalyst is C1COCC1.CCOC(C)=O. The yield is 0.710. (9) The reactants are [NH2:1][C:2]1[N:3]([CH3:23])[C:4](=[O:22])[C:5]2([N:21]=1)[C@H:18]1[C@@H:13]([CH2:14][CH:15]([OH:19])[CH2:16][CH2:17]1)[O:12][C:11]1[C:6]2=[CH:7][C:8]([Br:20])=[CH:9][CH:10]=1.IC.[C:26]([O-])([O-])=O.[Cs+].[Cs+].CN(C=O)C. No catalyst specified. The product is [NH2:1][C:2]1[N:3]([CH3:23])[C:4](=[O:22])[C:5]2([N:21]=1)[C@H:18]1[C@@H:13]([CH2:14][CH:15]([O:19][CH3:26])[CH2:16][CH2:17]1)[O:12][C:11]1[C:6]2=[CH:7][C:8]([Br:20])=[CH:9][CH:10]=1. The yield is 0.993.